Task: Predict the reactants needed to synthesize the given product.. Dataset: Full USPTO retrosynthesis dataset with 1.9M reactions from patents (1976-2016) Given the product [Br:1][C:2]1[CH:10]=[CH:9][C:5]([C:6]([NH:11][NH2:12])=[O:7])=[CH:4][CH:3]=1, predict the reactants needed to synthesize it. The reactants are: [Br:1][C:2]1[CH:10]=[CH:9][C:5]([C:6]([O-])=[O:7])=[CH:4][CH:3]=1.[NH2:11][NH2:12].